This data is from Catalyst prediction with 721,799 reactions and 888 catalyst types from USPTO. The task is: Predict which catalyst facilitates the given reaction. (1) Reactant: [C:1]([O:4][C:5]1[CH:13]=[CH:12][CH:11]=[CH:10][C:6]=1[C:7]([OH:9])=[O:8])(=[O:3])[CH3:2].[CH3:14][N:15]([CH3:29])[CH2:16][CH:17]([CH3:28])[CH:18]([C:21]1[CH:22]=[C:23]([OH:27])[CH:24]=[CH:25][CH:26]=1)[CH2:19][CH3:20]. Product: [C:1]([O:4][C:5]1[CH:13]=[CH:12][CH:11]=[CH:10][C:6]=1[C:7]([O-:9])=[O:8])(=[O:3])[CH3:2].[OH:27][C:23]1[CH:22]=[C:21]([CH:18]([CH2:19][CH3:20])[CH:17]([CH3:28])[CH2:16][NH+:15]([CH3:29])[CH3:14])[CH:26]=[CH:25][CH:24]=1. The catalyst class is: 97. (2) Reactant: [SH:1][C:2]1[N:7]=[C:6]([OH:8])[CH:5]=[C:4]([C:9]([F:12])([F:11])[F:10])[N:3]=1.C(=O)([O-])[O-].[K+].[K+].Br[CH2:20][C:21]1[C:22]([CH2:28][CH3:29])=[N:23][CH:24]=[CH:25][C:26]=1[Cl:27]. Product: [Cl:27][C:26]1[CH:25]=[CH:24][N:23]=[C:22]([CH2:28][CH3:29])[C:21]=1[CH2:20][S:1][C:2]1[N:7]=[C:6]([OH:8])[CH:5]=[C:4]([C:9]([F:12])([F:10])[F:11])[N:3]=1. The catalyst class is: 3. (3) Reactant: [CH3:1][O:2][C:3]1[CH:23]=[CH:22][C:6]([CH2:7][NH:8][S:9]([C:12]2[CH:21]=[CH:20][C:15]([C:16]([O:18][CH3:19])=[O:17])=[CH:14][CH:13]=2)(=[O:11])=[O:10])=[CH:5][CH:4]=1.[F:24][C:25]1[CH:26]=[C:27]([CH:30]=[CH:31][CH:32]=1)[CH2:28]Br.C(=O)([O-])[O-].[Cs+].[Cs+]. Product: [F:24][C:25]1[CH:26]=[C:27]([CH:30]=[CH:31][CH:32]=1)[CH2:28][N:8]([CH2:7][C:6]1[CH:22]=[CH:23][C:3]([O:2][CH3:1])=[CH:4][CH:5]=1)[S:9]([C:12]1[CH:13]=[CH:14][C:15]([C:16]([O:18][CH3:19])=[O:17])=[CH:20][CH:21]=1)(=[O:11])=[O:10]. The catalyst class is: 18. (4) Reactant: [C:1]([NH:4][C:5]1[CH:6]=[C:7]2[S:13][C:12]([NH:14][CH2:15][C:16]3[CH:21]=[CH:20][C:19]([O:22][CH3:23])=[CH:18][CH:17]=3)=[C:11]([C:24]([O:26]CC)=[O:25])[C:8]2=[N:9][CH:10]=1)(=[O:3])[CH3:2].O.[Li+].[OH-].Cl. Product: [C:1]([NH:4][C:5]1[CH:6]=[C:7]2[S:13][C:12]([NH:14][CH2:15][C:16]3[CH:21]=[CH:20][C:19]([O:22][CH3:23])=[CH:18][CH:17]=3)=[C:11]([C:24]([OH:26])=[O:25])[C:8]2=[N:9][CH:10]=1)(=[O:3])[CH3:2]. The catalyst class is: 36. (5) Reactant: [N:1]12[CH2:8][CH2:7][CH:4]([CH2:5][CH2:6]1)[CH:3]([O:9][C:10]1[CH:23]=[CH:22][C:13]([O:14][C:15]3[CH:20]=[CH:19][C:18]([OH:21])=[CH:17][CH:16]=3)=[CH:12][CH:11]=1)[CH2:2]2.[ClH:24].O1CCOCC1. Product: [ClH:24].[N:1]12[CH2:8][CH2:7][CH:4]([CH2:5][CH2:6]1)[CH:3]([O:9][C:10]1[CH:11]=[CH:12][C:13]([O:14][C:15]3[CH:20]=[CH:19][C:18]([OH:21])=[CH:17][CH:16]=3)=[CH:22][CH:23]=1)[CH2:2]2. The catalyst class is: 13.